From a dataset of Peptide-MHC class II binding affinity with 134,281 pairs from IEDB. Regression. Given a peptide amino acid sequence and an MHC pseudo amino acid sequence, predict their binding affinity value. This is MHC class II binding data. (1) The peptide sequence is AFKPAATAANAAPAN. The MHC is DRB1_1001 with pseudo-sequence DRB1_1001. The binding affinity (normalized) is 0.817. (2) The peptide sequence is PEREVLVWKFDSRLAFHH. The MHC is DRB1_0101 with pseudo-sequence DRB1_0101. The binding affinity (normalized) is 1.00. (3) The peptide sequence is GEQLYISVISPARSL. The MHC is HLA-DQA10401-DQB10402 with pseudo-sequence HLA-DQA10401-DQB10402. The binding affinity (normalized) is 0.324. (4) The peptide sequence is GADQGCAINFGKREL. The MHC is HLA-DQA10102-DQB10501 with pseudo-sequence HLA-DQA10102-DQB10501. The binding affinity (normalized) is 0.407. (5) The peptide sequence is AVHVWLRLPAGRVEI. The MHC is DRB3_0202 with pseudo-sequence DRB3_0202. The binding affinity (normalized) is 0.351. (6) The peptide sequence is DFGNSYIAEMETESW. The MHC is DRB1_0404 with pseudo-sequence DRB1_0404. The binding affinity (normalized) is 0.336. (7) The peptide sequence is KKMTTTFTNYMVDMFLA. The MHC is DRB3_0202 with pseudo-sequence DRB3_0202. The binding affinity (normalized) is 0.419. (8) The peptide sequence is QLQPFPQPELPYP. The MHC is DRB1_1501 with pseudo-sequence DRB1_1501. The binding affinity (normalized) is 0.406. (9) The peptide sequence is GELQIVPKIDAAFKI. The MHC is DRB4_0101 with pseudo-sequence DRB4_0103. The binding affinity (normalized) is 0.632.